Dataset: Reaction yield outcomes from USPTO patents with 853,638 reactions. Task: Predict the reaction yield, written as a fraction of the theoretical maximum amount of product (1.0 means a 100% yield; for example, 0.34 means a 34% yield). The reactants are Br[C:2]1[CH:3]=[C:4]2[C:9](=[CH:10][CH:11]=1)[N:8]([C:12](=[O:14])[CH3:13])[C@@H:7]([CH3:15])[CH2:6][NH:5]2.[CH:16]1([N:19]2[CH:23]=[C:22](B3OC(C)(C)C(C)(C)O3)[CH:21]=[N:20]2)[CH2:18][CH2:17]1.C(=O)([O-])[O-].[Cs+].[Cs+]. The catalyst is O1CCOCC1.O.CC(C1C=C(C(C)C)C(C2C=CC=C(P(C3CCCCC3)C3CCCCC3)C=2)=C(C(C)C)C=1)C.C1C=[C-]C(C2C(N)=CC=CC=2)=CC=1.Cl[Pd+]. The product is [CH:16]1([N:19]2[CH:23]=[C:22]([C:2]3[CH:3]=[C:4]4[C:9](=[CH:10][CH:11]=3)[N:8]([C:12](=[O:14])[CH3:13])[C@@H:7]([CH3:15])[CH2:6][NH:5]4)[CH:21]=[N:20]2)[CH2:18][CH2:17]1. The yield is 0.610.